This data is from Drug-target binding data from BindingDB using IC50 measurements. The task is: Regression. Given a target protein amino acid sequence and a drug SMILES string, predict the binding affinity score between them. We predict pIC50 (pIC50 = -log10(IC50 in M); higher means more potent). Dataset: bindingdb_ic50. The small molecule is O=C(CCl)c1cc(Cl)sc1Cl. The target is XTSFAESXKPVQQPSAFGS. The pIC50 is 5.3.